Dataset: Catalyst prediction with 721,799 reactions and 888 catalyst types from USPTO. Task: Predict which catalyst facilitates the given reaction. (1) Reactant: [CH3:1][N:2]1[CH2:7][CH2:6][N:5]([C:8]2[CH:20]=[CH:19][C:11]([C:12]([O:14]C(C)(C)C)=[O:13])=[C:10]([N:21]([CH:28]3[CH2:33][CH2:32][N:31]([CH3:34])[CH2:30][CH2:29]3)[C:22](=[O:27])[C:23]([F:26])([F:25])[F:24])[CH:9]=2)[CH2:4][CH2:3]1.[ClH:35].O1CCOCC1. Product: [ClH:35].[ClH:35].[CH3:1][N:2]1[CH2:7][CH2:6][N:5]([C:8]2[CH:20]=[CH:19][C:11]([C:12]([OH:14])=[O:13])=[C:10]([N:21]([CH:28]3[CH2:29][CH2:30][N:31]([CH3:34])[CH2:32][CH2:33]3)[C:22](=[O:27])[C:23]([F:25])([F:24])[F:26])[CH:9]=2)[CH2:4][CH2:3]1. The catalyst class is: 4. (2) Reactant: Cl[C:2]1[CH:7]=[C:6]([N:8]2[CH2:13][CH2:12][N:11]([C:14]3[C:19]([C:20]([F:23])([F:22])[F:21])=[CH:18][CH:17]=[CH:16][N:15]=3)[CH2:10][CH2:9]2)[N:5]=[C:4]([N:24]2[CH2:29][CH2:28][O:27][CH2:26][CH2:25]2)[N:3]=1.[F:30][C:31]1[CH:32]=[C:33]2[C:37](=[CH:38][CH:39]=1)[NH:36][CH2:35][CH2:34]2. Product: [F:30][C:31]1[CH:32]=[C:33]2[C:37](=[CH:38][CH:39]=1)[N:36]([C:2]1[CH:7]=[C:6]([N:8]3[CH2:9][CH2:10][N:11]([C:14]4[C:19]([C:20]([F:22])([F:23])[F:21])=[CH:18][CH:17]=[CH:16][N:15]=4)[CH2:12][CH2:13]3)[N:5]=[C:4]([N:24]3[CH2:29][CH2:28][O:27][CH2:26][CH2:25]3)[N:3]=1)[CH2:35][CH2:34]2. The catalyst class is: 25. (3) Reactant: [F:1][C:2]([F:46])([F:45])[C:3]1[CH:4]=[C:5]([C@H:13]2[O:17][C:16](=[O:18])[N:15]([CH2:19][C:20]3[C:25]([C:26]4[S:30][C:29]([C:31]5[CH:39]=[CH:38][C:34]([C:35]([OH:37])=[O:36])=[CH:33][C:32]=5[CH3:40])=[N:28][C:27]=4[CH3:41])=[CH:24][N:23]=[C:22](SC)[N:21]=3)[C@H:14]2[CH3:44])[CH:6]=[C:7]([C:9]([F:12])([F:11])[F:10])[CH:8]=1.[S:47]([O-:52])(O[O-])(=O)=[O:48].[K+].[K+].[CH3:55]OC(C)(C)C. Product: [F:46][C:2]([F:1])([F:45])[C:3]1[CH:4]=[C:5]([C@H:13]2[O:17][C:16](=[O:18])[N:15]([CH2:19][C:20]3[C:25]([C:26]4[S:30][C:29]([C:31]5[CH:39]=[CH:38][C:34]([C:35]([OH:37])=[O:36])=[CH:33][C:32]=5[CH3:40])=[N:28][C:27]=4[CH3:41])=[CH:24][N:23]=[C:22]([S:47]([CH3:55])(=[O:52])=[O:48])[N:21]=3)[C@H:14]2[CH3:44])[CH:6]=[C:7]([C:9]([F:12])([F:11])[F:10])[CH:8]=1. The catalyst class is: 20. (4) Reactant: [O:1]1[CH2:5][CH2:4][C@@H:3]([O:6][C:7]2[C:12]([NH2:13])=[CH:11][CH:10]=[CH:9][N:8]=2)[CH2:2]1.[CH3:14][O:15][C:16]([C:18]1[S:27][C:21]2[N:22]=[CH:23][N:24]=[C:25](Cl)[C:20]=2[C:19]=1[CH3:28])=[O:17].Cl. Product: [CH3:14][O:15][C:16]([C:18]1[S:27][C:21]2[N:22]=[CH:23][N:24]=[C:25]([NH:13][C:12]3[C:7]([O:6][C@@H:3]4[CH2:4][CH2:5][O:1][CH2:2]4)=[N:8][CH:9]=[CH:10][CH:11]=3)[C:20]=2[C:19]=1[CH3:28])=[O:17]. The catalyst class is: 12. (5) Reactant: C([O:3][C:4](=O)[CH:5]([CH3:23])[CH2:6][N:7]([C:13]1[C:18]([N+:19]([O-])=O)=[CH:17][N:16]=[C:15]([Cl:22])[N:14]=1)[CH2:8][CH2:9][CH:10]([CH3:12])[CH3:11])C. Product: [Cl:22][C:15]1[N:16]=[CH:17][C:18]2[NH:19][C:4](=[O:3])[CH:5]([CH3:23])[CH2:6][N:7]([CH2:8][CH2:9][CH:10]([CH3:12])[CH3:11])[C:13]=2[N:14]=1. The catalyst class is: 180.